From a dataset of Catalyst prediction with 721,799 reactions and 888 catalyst types from USPTO. Predict which catalyst facilitates the given reaction. Product: [F:1][C:2]1[CH:7]=[CH:6][C:5]([CH:8]2[C:16]3[C:11](=[CH:12][C:13]([C:17]#[N:24])=[CH:14][CH:15]=3)[CH2:10][O:9]2)=[CH:4][CH:3]=1. The catalyst class is: 11. Reactant: [F:1][C:2]1[CH:7]=[CH:6][C:5]([CH:8]2[C:16]3[C:11](=[CH:12][C:13]([CH:17]=O)=[CH:14][CH:15]=3)[CH2:10][O:9]2)=[CH:4][CH:3]=1.Cl.NO.C([N:24](CC)CC)C.